Task: Regression. Given a peptide amino acid sequence and an MHC pseudo amino acid sequence, predict their binding affinity value. This is MHC class I binding data.. Dataset: Peptide-MHC class I binding affinity with 185,985 pairs from IEDB/IMGT (1) The peptide sequence is QQVVDADSK. The binding affinity (normalized) is 0. The MHC is HLA-A68:01 with pseudo-sequence HLA-A68:01. (2) The MHC is HLA-A31:01 with pseudo-sequence HLA-A31:01. The peptide sequence is HFIYHKREK. The binding affinity (normalized) is 0.728. (3) The MHC is HLA-B45:01 with pseudo-sequence HLA-B45:01. The binding affinity (normalized) is 0.417. The peptide sequence is YAEMWAQDA. (4) The peptide sequence is RVTGSSGRR. The MHC is HLA-A68:02 with pseudo-sequence HLA-A68:02. The binding affinity (normalized) is 0. (5) The peptide sequence is SVFALLPPQ. The binding affinity (normalized) is 0.0847. The MHC is HLA-A02:19 with pseudo-sequence HLA-A02:19. (6) The peptide sequence is ISEDMHTDK. The MHC is HLA-A11:01 with pseudo-sequence HLA-A11:01. The binding affinity (normalized) is 0.406.